Dataset: Reaction yield outcomes from USPTO patents with 853,638 reactions. Task: Predict the reaction yield, written as a fraction of the theoretical maximum amount of product (1.0 means a 100% yield; for example, 0.34 means a 34% yield). (1) The reactants are [N:1]([CH:4]1[CH:9]=[C:8]([C:10]2[CH:15]=[CH:14][N:13]=[CH:12][C:11]=2[N+:16]([O-:18])=[O:17])[CH2:7][CH:6]([CH3:19])[CH:5]1[OH:20])=[N+]=[N-].CP(C)C.CCO.[CH3:28][C:29]([O:32][C:33](O[C:33]([O:32][C:29]([CH3:31])([CH3:30])[CH3:28])=[O:34])=[O:34])([CH3:31])[CH3:30]. The catalyst is N1C=CC=CC=1.[OH-].[NH4+].C(OCC)(=O)C.O. The product is [OH:20][CH:5]1[CH:4]([NH:1][C:33](=[O:34])[O:32][C:29]([CH3:31])([CH3:30])[CH3:28])[CH:9]=[C:8]([C:10]2[CH:15]=[CH:14][N:13]=[CH:12][C:11]=2[N+:16]([O-:18])=[O:17])[CH2:7][CH:6]1[CH3:19]. The yield is 0.590. (2) The reactants are [OH:1][B:2]1[C:6]2[CH:7]=[C:8]([O:12]C3CCCCO3)[CH:9]=[C:10]([CH3:11])[C:5]=2[CH:4]([CH2:19][C:20]([O:22][C:23]([CH3:26])([CH3:25])[CH3:24])=[O:21])[O:3]1.Cl. The product is [OH:1][B:2]1[C:6]2[CH:7]=[C:8]([OH:12])[CH:9]=[C:10]([CH3:11])[C:5]=2[CH:4]([CH2:19][C:20]([O:22][C:23]([CH3:26])([CH3:25])[CH3:24])=[O:21])[O:3]1. The yield is 0.710. The catalyst is C1COCC1. (3) The reactants are [C:1]([C:4]1[CH:5]=[C:6]2[C:11](=[CH:12][C:13]=1[O:14][CH3:15])[N:10]=[CH:9][CH:8]=[C:7]2Cl)(=[O:3])[NH2:2].[OH:17][C:18]1[CH:19]=[C:20]2[C:24](=[CH:25][CH:26]=1)[NH:23][CH:22]=[CH:21]2.C(N(C(C)C)CC)(C)C.CN1CCCC1=O. The catalyst is CS(C)=O. The yield is 0.458. The product is [C:1]([C:4]1[CH:5]=[C:6]2[C:11](=[CH:12][C:13]=1[O:14][CH3:15])[N:10]=[CH:9][CH:8]=[C:7]2[O:17][C:18]1[CH:19]=[C:20]2[C:24](=[CH:25][CH:26]=1)[NH:23][CH:22]=[CH:21]2)(=[O:3])[NH2:2].